This data is from Reaction yield outcomes from USPTO patents with 853,638 reactions. The task is: Predict the reaction yield, written as a fraction of the theoretical maximum amount of product (1.0 means a 100% yield; for example, 0.34 means a 34% yield). (1) The catalyst is O. The reactants are O.O.O.O.O.O.O.O.O.O.B([O-])([O-])[O-].[Na+].[Na+].[Na+].[C:18]([O:29][CH3:30])(=[O:28])[C:19]1[CH:27]=[C:25]([OH:26])[C:23]([OH:24])=[C:21]([OH:22])[CH:20]=1.S(OC)(O[CH3:35])(=O)=O.[OH-].[Na+]. The product is [OH:26][C:25]1[CH:27]=[C:19]([CH:20]=[C:21]([O:22][CH3:35])[C:23]=1[OH:24])[C:18]([O:29][CH3:30])=[O:28]. The yield is 0.850. (2) The reactants are [F:1][C:2]1[CH:3]=[C:4]2[C:8](=[CH:9][CH:10]=1)[NH:7][C:6](=[O:11])[C:5]2=[CH:12][C:13]1[CH:14]=[C:15]([CH:29]=[CH:30][CH:31]=1)[C:16]([NH:18][CH2:19][CH2:20][CH2:21][CH2:22][CH2:23][CH2:24][CH2:25][C:26](O)=[O:27])=[O:17].C(N(CC)CC)C.ClC(OCC)=O.[NH2:45][OH:46]. The catalyst is [Cl-].[Na+].O.CN(C=O)C. The product is [F:1][C:2]1[CH:3]=[C:4]2[C:8](=[CH:9][CH:10]=1)[NH:7][C:6](=[O:11])[C:5]2=[CH:12][C:13]1[CH:14]=[C:15]([CH:29]=[CH:30][CH:31]=1)[C:16]([NH:18][CH2:19][CH2:20][CH2:21][CH2:22][CH2:23][CH2:24][CH2:25][C:26]([NH:45][OH:46])=[O:27])=[O:17]. The yield is 0.510. (3) The reactants are C([O:8][C:9]1[CH:10]=[C:11]([CH:39]=[CH:40][CH:41]=1)[CH2:12][N:13]1[C:21]2[C:16](=[C:17]([NH:22][C:23]([C:25]3[N:29]4[CH:30]=[CH:31][C:32]([O:34][CH2:35][CH2:36][O:37][CH3:38])=[CH:33][C:28]4=[N:27][CH:26]=3)=[O:24])[CH:18]=[CH:19][CH:20]=2)[CH:15]=[N:14]1)C1C=CC=CC=1. The catalyst is CO.[Pd]. The product is [OH:8][C:9]1[CH:10]=[C:11]([CH:39]=[CH:40][CH:41]=1)[CH2:12][N:13]1[C:21]2[C:16](=[C:17]([NH:22][C:23]([C:25]3[N:29]4[CH:30]=[CH:31][C:32]([O:34][CH2:35][CH2:36][O:37][CH3:38])=[CH:33][C:28]4=[N:27][CH:26]=3)=[O:24])[CH:18]=[CH:19][CH:20]=2)[CH:15]=[N:14]1. The yield is 0.180.